Dataset: Forward reaction prediction with 1.9M reactions from USPTO patents (1976-2016). Task: Predict the product of the given reaction. (1) Given the reactants [CH3:1][C:2]1(C)OC(=O)[CH:5]([C:9]([C:11]2[CH:12]=[CH:13][C:14]3[O:18][CH:17]=[C:16]([CH3:19])[C:15]=3[CH:20]=2)=[O:10])[C:4](=[O:21])[O:3]1, predict the reaction product. The product is: [CH3:19][C:16]1[C:15]2[CH:20]=[C:11]([C:9](=[O:10])[CH2:5][C:4]([O:3][CH2:2][CH3:1])=[O:21])[CH:12]=[CH:13][C:14]=2[O:18][CH:17]=1. (2) Given the reactants F[C:2]1[CH:3]=[CH:4][C:5]2[N:6]([CH:8]=[C:9]([C:11]([OH:13])=[O:12])[N:10]=2)[CH:7]=1.[CH2:14]([O:16][C:17]([C:19]1[NH:20][CH:21]2[CH:26]=[CH:25][CH:24]=[C:23]([CH3:27])[N:22]2[CH:28]=1)=[O:18])[CH3:15], predict the reaction product. The product is: [CH3:27][C:23]1[N:22]2[CH:28]=[C:19]([C:17]([OH:18])=[O:16])[N:20]=[C:21]2[CH:26]=[CH:25][CH:24]=1.[CH3:14][C:2]1[CH:3]=[CH:4][C:5]2[N:6]([CH:8]=[C:9]([C:11]([OH:13])=[O:12])[N:10]=2)[CH:7]=1.[CH2:14]([O:16][C:17]([C:19]1[N:20]=[C:21]2[CH:26]=[CH:25][C:24]([CH3:2])=[CH:23][N:22]2[CH:28]=1)=[O:18])[CH3:15].